Dataset: Forward reaction prediction with 1.9M reactions from USPTO patents (1976-2016). Task: Predict the product of the given reaction. (1) Given the reactants [F:1][C:2]1[CH:17]=[C:16]([CH:18]=O)[CH:15]=[CH:14][C:3]=1[O:4][C:5]1[CH:6]=[CH:7][C:8]([C:11]([NH2:13])=[O:12])=[N:9][CH:10]=1.[CH2:20]([CH:22]([CH2:26][CH3:27])[CH2:23][CH2:24][NH2:25])[CH3:21].[BH4-].[Na+], predict the reaction product. The product is: [CH2:20]([CH:22]([CH2:26][CH3:27])[CH2:23][CH2:24][NH:25][CH2:18][C:16]1[CH:15]=[CH:14][C:3]([O:4][C:5]2[CH:6]=[CH:7][C:8]([C:11]([NH2:13])=[O:12])=[N:9][CH:10]=2)=[C:2]([F:1])[CH:17]=1)[CH3:21]. (2) Given the reactants [CH3:1][O:2][C:3]1[CH:4]=[C:5]([CH:8]=[CH:9][CH:10]=1)[CH:6]=[O:7].Br[C:12]1[CH:17]=[CH:16][CH:15]=[C:14]([O:18][CH3:19])[CH:13]=1.C([Li])CCC.COC1C=C(C(C2C=CC=C(OC)C=2)=CC#N)C=C(OC)C=1, predict the reaction product. The product is: [CH3:1][O:2][C:3]1[CH:4]=[C:5]([CH:6]([C:12]2[CH:17]=[CH:16][CH:15]=[C:14]([O:18][CH3:19])[CH:13]=2)[OH:7])[CH:8]=[CH:9][CH:10]=1. (3) Given the reactants [Cl:1][C:2]1[N:3]=[C:4](Cl)[C:5]2[C:10]([I:11])=[CH:9][N:8]([CH2:12][O:13][CH2:14][CH2:15][Si:16]([CH3:19])([CH3:18])[CH3:17])[C:6]=2[N:7]=1.[OH:21][C@H:22]1[CH2:25][C@H:24]([CH2:26][NH:27][C:28](=[O:34])[O:29][C:30]([CH3:33])([CH3:32])[CH3:31])[CH2:23]1.C[Si](C)(C)N[Si](C)(C)C.[K], predict the reaction product. The product is: [Cl:1][C:2]1[N:3]=[C:4]([O:21][C@H:22]2[CH2:25][C@H:24]([CH2:26][NH:27][C:28](=[O:34])[O:29][C:30]([CH3:32])([CH3:31])[CH3:33])[CH2:23]2)[C:5]2[C:10]([I:11])=[CH:9][N:8]([CH2:12][O:13][CH2:14][CH2:15][Si:16]([CH3:19])([CH3:18])[CH3:17])[C:6]=2[N:7]=1. (4) The product is: [CH:1]1([N:7]2[CH2:11][CH2:10][CH:9]([CH2:12][C:13]3[CH:18]=[CH:17][CH:16]=[CH:15][C:14]=3[O:19][CH2:28][CH3:29])[C:8]2=[O:20])[CH2:2][CH2:3][CH2:4][CH2:5][CH2:6]1. Given the reactants [CH:1]1([N:7]2[CH2:11][CH2:10][CH:9]([CH2:12][C:13]3[CH:18]=[CH:17][CH:16]=[CH:15][C:14]=3[OH:19])[C:8]2=[O:20])[CH2:6][CH2:5][CH2:4][CH2:3][CH2:2]1.CN(C)C=O.[H-].[Na+].[CH2:28](I)[CH3:29], predict the reaction product.